From a dataset of Reaction yield outcomes from USPTO patents with 853,638 reactions. Predict the reaction yield, written as a fraction of the theoretical maximum amount of product (1.0 means a 100% yield; for example, 0.34 means a 34% yield). (1) The reactants are C1(C)C=CC(S([O-])(=O)=O)=CC=1.[NH+]1C=CC=CC=1.[C:18]([O:21][CH:22]1[C:23]([O:66]C(OCC)C)([CH3:65])[CH2:24][CH2:25][CH:26]([O:58][C:59](=[O:64])[CH2:60][O:61][CH2:62][CH3:63])[CH2:27][C:28]([O:30][CH:31](/[C:36](/[CH3:57])=[CH:37]/[CH:38]=[CH:39]/[CH:40]([CH3:56])[CH2:41][CH:42]2[O:55][CH:43]2[CH:44]([CH3:54])[CH:45]([O:48]C(OCC)C)[CH2:46][CH3:47])[CH:32]([CH3:35])[CH:33]=[CH:34]1)=[O:29])(=[O:20])[CH3:19]. The catalyst is CO.C(OCC)(=O)C. The product is [C:18]([O:21][CH:22]1[C:23]([OH:66])([CH3:65])[CH2:24][CH2:25][CH:26]([O:58][C:59](=[O:64])[CH2:60][O:61][CH2:62][CH3:63])[CH2:27][C:28]([O:30][CH:31](/[C:36](/[CH3:57])=[CH:37]/[CH:38]=[CH:39]/[CH:40]([CH3:56])[CH2:41][CH:42]2[O:55][CH:43]2[CH:44]([CH3:54])[CH:45]([OH:48])[CH2:46][CH3:47])[CH:32]([CH3:35])[CH:33]=[CH:34]1)=[O:29])(=[O:20])[CH3:19]. The yield is 0.350. (2) The reactants are [NH2:1][C:2]1[C:7]([S:8]([NH:11][C:12]([C:14]2[C:15]([N:21]3[CH2:25][C@@H:24]([CH3:26])[CH2:23][C:22]3([CH3:28])[CH3:27])=[N:16][C:17](Cl)=[CH:18][CH:19]=2)=[O:13])(=[O:10])=[O:9])=[CH:6][CH:5]=[CH:4][N:3]=1.[F:29][C:30]1[N:35]=[C:34](B(O)O)[CH:33]=[CH:32][CH:31]=1.ClCCl.C([O-])([O-])=O.[Na+].[Na+]. The catalyst is CN(C=O)C.O.C1C=CC(P(C2C=CC=CC=2)[C-]2C=CC=C2)=CC=1.C1C=CC(P(C2C=CC=CC=2)[C-]2C=CC=C2)=CC=1.Cl[Pd]Cl.[Fe+2]. The product is [NH2:1][C:2]1[C:7]([S:8]([NH:11][C:12]([C:14]2[C:15]([N:21]3[CH2:25][C@@H:24]([CH3:26])[CH2:23][C:22]3([CH3:28])[CH3:27])=[N:16][C:17]([C:34]3[CH:33]=[CH:32][CH:31]=[C:30]([F:29])[N:35]=3)=[CH:18][CH:19]=2)=[O:13])(=[O:10])=[O:9])=[CH:6][CH:5]=[CH:4][N:3]=1. The yield is 0.800. (3) The reactants are [CH3:1][CH:2]([CH3:22])[CH2:3][N:4]([CH2:11][C:12]1[CH:17]=[CH:16][CH:15]=[CH:14][C:13]=1[C:18]([F:21])([F:20])[F:19])[CH:5]1[CH2:10][CH2:9][NH:8][CH2:7][CH2:6]1.[C:23]([OH:32])(=[O:31])[C@@H:24]([C@H:26]([C:28]([OH:30])=[O:29])[OH:27])[OH:25]. The catalyst is C(O)(C)C. The product is [C:28]([C@@H:26]([C@H:24]([C:23]([OH:32])=[O:31])[OH:25])[OH:27])([OH:30])=[O:29].[CH3:1][CH:2]([CH3:22])[CH2:3][N:4]([CH2:11][C:12]1[CH:17]=[CH:16][CH:15]=[CH:14][C:13]=1[C:18]([F:21])([F:19])[F:20])[CH:5]1[CH2:10][CH2:9][NH:8][CH2:7][CH2:6]1. The yield is 0.900. (4) The reactants are [F:1][C:2]1[CH:7]=[C:6]([F:8])[CH:5]=[CH:4][C:3]=1[C@@:9]([OH:38])([CH2:32][N:33]1[CH:37]=[N:36][CH:35]=[N:34]1)[C@H:10]([S:12][C@@H:13]1[CH2:18][O:17][C@@H:16](/[CH:19]=[CH:20]/[CH:21]=[CH:22]/[C:23]2[CH:30]=[CH:29][C:26]([C:27]#[N:28])=[CH:25][C:24]=2[F:31])[O:15][CH2:14]1)[CH3:11].[H-].[Na+].[CH2:41]([O:44][P:45]([O:51][CH2:52][C:53]1[C:61]([O:62][CH3:63])=[CH:60][CH:59]=[CH:58][C:54]=1[C:55](Cl)=[O:56])([O:47][CH2:48][CH:49]=[CH2:50])=[O:46])[CH:42]=[CH2:43]. The catalyst is O1CCCC1. The product is [CH2:48]([O:47][P:45]([O:51][CH2:52][C:53]1[C:61]([O:62][CH3:63])=[CH:60][CH:59]=[CH:58][C:54]=1[C:55]([O:38][C@:9]([C:3]1[CH:4]=[CH:5][C:6]([F:8])=[CH:7][C:2]=1[F:1])([CH2:32][N:33]1[CH:37]=[N:36][CH:35]=[N:34]1)[C@H:10]([S:12][C@@H:13]1[CH2:18][O:17][C@@H:16](/[CH:19]=[CH:20]/[CH:21]=[CH:22]/[C:23]2[CH:30]=[CH:29][C:26]([C:27]#[N:28])=[CH:25][C:24]=2[F:31])[O:15][CH2:14]1)[CH3:11])=[O:56])([O:44][CH2:41][CH:42]=[CH2:43])=[O:46])[CH:49]=[CH2:50]. The yield is 0.490. (5) The reactants are C(OCC(C)C)(=[O:3])C.[F:9][CH:10]([F:33])[O:11][C:12]1[CH:32]=[CH:31][C:15]2[NH:16][C:17]([S:19][CH2:20][C:21]3[C:26]([O:27][CH3:28])=[C:25]([O:29][CH3:30])[CH:24]=[CH:23][N:22]=3)=[N:18][C:14]=2[CH:13]=1.[OH-].[Na+].[O-]Cl.[Na+]. The catalyst is S(S([O-])=O)([O-])(=O)=O.[Na+].[Na+]. The product is [CH3:30][O:29][C:25]1[CH:24]=[CH:23][N:22]=[C:21]([CH2:20][S+:19]([O-:3])[C:17]2[NH:16][C:15]3[CH:31]=[CH:32][C:12]([O:11][CH:10]([F:9])[F:33])=[CH:13][C:14]=3[N:18]=2)[C:26]=1[O:27][CH3:28]. The yield is 0.830. (6) The reactants are [Cl:1][C:2]1[C:7]([O:8][CH3:9])=[CH:6][C:5]([O:10][CH3:11])=[CH:4][C:3]=1[C:12]1[C:23](=[O:24])[NH:22][C:15]2[N:16]=[C:17]([S:20][CH3:21])[N:18]=[CH:19][C:14]=2[CH:13]=1.C([O-])([O-])=O.[K+].[K+].CS(O[CH2:36][CH2:37][N:38]1[CH2:42][C@@H:41]2[CH2:43][N:44]([C:46]([O:48][C:49]([CH3:52])([CH3:51])[CH3:50])=[O:47])[CH2:45][C@@H:40]2[CH2:39]1)(=O)=O.O. The catalyst is CN(C=O)C. The product is [Cl:1][C:2]1[C:7]([O:8][CH3:9])=[CH:6][C:5]([O:10][CH3:11])=[CH:4][C:3]=1[C:12]1[C:23](=[O:24])[N:22]([CH2:36][CH2:37][N:38]2[CH2:42][C@@H:41]3[CH2:43][N:44]([C:46]([O:48][C:49]([CH3:50])([CH3:52])[CH3:51])=[O:47])[CH2:45][C@@H:40]3[CH2:39]2)[C:15]2[N:16]=[C:17]([S:20][CH3:21])[N:18]=[CH:19][C:14]=2[CH:13]=1. The yield is 0.670.